Dataset: Human Reference Interactome with 51,813 positive PPI pairs across 8,248 proteins, plus equal number of experimentally-validated negative pairs. Task: Binary Classification. Given two protein amino acid sequences, predict whether they physically interact or not. (1) Protein 1 (ENSG00000168026) has sequence MSSNDSSLMAGIIYYSQEKYFHHVQQAAAVGLEKFSNDPVLKFFKAYGVLKEEHIQDAISDLESIRHHPDVSLCSTMALIYAHKRCEIIGECHHAQPGLTHQGKESPAPEITQPLKGCQRRPRSNSGA*MSSNDSSLMAGIIYYSQEKYFHHVQQAAAVGLEKFSNDPVLKFFKAYGVLKEEHIQDAISDLESIRHHPDVSLCSTMALIYAHKRCEIIDREAIQELEYSLKEIRKTVSGTALYYAGLFLWLIGRHDKAKEYIDRMLKISRGFREAYVLRGWVDLTSDKPHTAKKAIEYLE.... Protein 2 (ENSG00000181847) has sequence MRWCLLLIWAQGLRQAPLASGMMTGTIETTGNISAEKGGSIILQCHLSSTTAQVTQVNWEQQDQLLAICNADLGWHISPSFKDRVAPGPGLGLTLQSLTVNDTGEYFCIYHTYPDGTYTGRIFLEVLESSVAEHGARFQIPLLGAMAATLVVICTAVIVVVALTRKKKALRIHSVEGDLRRKSAGQEEWSPSAPSPPGSCVQAEAAPAGLCGEQRGEDCAELHDYFNVLSYRSLGNCSFFTETG*MMTGTIETTGNISAEKGGSIILQCHLSSTTAQVTQVNWEQQDQLLAICNADLGWH.... Result: 0 (the proteins do not interact). (2) Protein 2 (ENSG00000099622) has sequence MASDEGKLFVGGLSFDTNEQSLEQVFSKYGQISEVVVVKDRETQRSRGFGFVTFENIDDAKDAMMAMNGKSVDGRQIRVDQAGKSSDNRSRGYRGGSAGGRGFFRGGRGRGRGFSRGGGDRGYGGNRFESRSGGYGGSRDYYSSRSQSGGYSDRSSGGSYRDSYDSYATHNE*MASDEGKLFVGGLSFDTNEQSLEQVFSKYGQISEVVVVKDRETQRSRGFGFVTFENIDDAKDAMMAMNGKSVDGRQIRVDQAGGGDRGYGGNRFESRSGGYGGSRDYYSSRSQSGGYSDRSSGGSYR.... Result: 0 (the proteins do not interact). Protein 1 (ENSG00000282034) has sequence VSDGMTGSNPVSPASSSSPASSGAGGISPQHIAQDSSLDGPPGPPDGATVPLEGFSLSQAADLANKGPKWEKSHAEIAEQAKHEAEIETRIAELRKEGFWSLKRLPKVPEPPRPKGHWDYLCEEMQWLSADFAQERRWKRGVARKVVRMVIRHHEEQRQKEERARREEQAKLRRIASTMAKDVRQFWSNVEKVVQFKQQSRLEEKRKKALDLHLDFIVGQTEKYSDLLSQSLNQPLTSSKAGSSPCLGSSSAASSPPPPASRLDDEDGDFQPQEDEEEDDEETIEVEEQQEGNDAEAQRR.... (3) Protein 1 (ENSG00000186732) has sequence MWRSRWDASVLKAEALALLPCGLGMAFSQSHVMAARRHQHSRLIIEVDEYSSNPTQAFTFYNINQGRFQPPHVQMVDPVPHDAPKPPGYTRFVCVSDTHSRTDPIQMPYGDVLIHAGDFMWRSRWDASVLKAEALALLPCGLGMAFSQSHVMAARRHQHSRLIIEVDEYSSNPTQAFTFYNINQGRFQPPHVQMVDPVPHDAPKPPGYTRFVCVSDTHSRTDPIQMPYGDVLIHAGDFTELGLPSEVKKFNEWLGSLPYEYKIVIAGNHELTFDQEFMADLIKQDFYYFPSVSKLKPENY.... Protein 2 (ENSG00000137936) has sequence MAAGKFASLPRNMPVNHQFPLASSMDLLSSRSPLAEHRPDAYQDVSIHGTLPRKKKGPPPIRSCDDFSHMGTLPHSKSPRQNSPVTQDGIQESPWQDRHGETFTFRDPHLLDPTVEYVKFSKERHIMDRTPEKLKKELEEELLLSSEDLRSHAWYHGRIPRQVSENLVQRDGDFLVRDSLSSPGNFVLTCQWKNLAQHFKINRTVLRLSEAYSRVQYQFEMESFDSIPGLVRCYVGNRRPISQQSGAIIFQPINRTVPLRCLEEHYGTSPGQAREGSLTKGRPDVAKRLSLTMGGVQARE.... Result: 0 (the proteins do not interact). (4) Protein 1 (ENSG00000150048) has sequence MQAKYSSTRDMLDDDGDTTMSLHSQGSATTRHPEPRRTEHRAPSSTWRPVALTLLTLCLVLLIGLAALGLLFFQYYQLSNTGQDTISQMEERLGNTSQELQSLQVQNIKLAGSLQHVAEKLCRELYNKAGAHRCSPCTEQWKWHGDNCYQFYKDSKSWEDCKYFCLSENSTMLKINKQEDLEFAASQSYSEFFYSYWTGLLRPDSGKAWLWMDGTPFTSELFHIIIDVTSPRSRDCVAILNGMIFSKDCKELKRCVCERRAGMVKPESLHVPPETLGEGD*MQAKYSSTRDMLDDDGDTT.... Protein 2 (ENSG00000084072) has sequence MATTKRVLYVGGLAEEVDDKVLHAAFIPFGDITDIQIPLDYETEKHRGFAFVEFELAEDAAAAIDNMNESELFGRTIRVNLAKPMRIKEGSSRPVWSDDDWLKKFSGKTLEENKEEEGSEPPKAETQEGEPIAKKARSNPQVYMDIKIGNKPAGRIQMLLRSDVVPMTAENFRCLCTHEKGFGFKGSSFHRIIPQFMCQGGDFTNHNGTGGKSIYGKKFDDENFILKHTGPGLLSMANSGPNTNGSQFFLTCDKTDWLDGKHVVFGEVTEGLDVLRQIEAQGSKDGKPKQKVIIADCGEY.... Result: 0 (the proteins do not interact). (5) Protein 1 (ENSG00000183258) has sequence MEESEPERKRARTDEVPAGGSRSEAEDEDDEDYVPYVPLRQRRQLLLQKLLQRRRKGAAEEEQQDSGSEPRGDEDDIPLGPQSNVSLLDQHQHLKEKAEARKESAKEKQLKEEEKILESVAEGRALMSVKEMAKGITYDDPIKTSWTPPRYVLSMSEERHERVRKKYHILVEGDGIPPPIKSFKEMKFPAAILRGLKKKGIHHPTPIQIQGIPTILSGRDMIGIAFTGSGKTLVFTLPVIMFCLEQEKRLPFSKREGPYGLIICPSRELARQTHGILEYYCRLLQEDSSPLLRCALCIGG.... Protein 2 (ENSG00000167311) has sequence MALAALMIALGSLGLHTWQAQAVPILPLGLAPDTFDDTYVGCAEEMEEKAAPLLKEEMAHHALLRESWEAAQETWEDKRRGLTLPPGFKAQNGIAIMVYTNSSNTLYWELNQAVRTGGGSRELYMRHFPFKALHFYLIRALQLLRGSGGCSRGPGEVVFRGVGSLRFEPKRLGDSVRLGQFASSSLDKAVAHRFGNATLFSLTTCFGAPIQAFSVFPKEREVLIPPHEVFLVTRFSQDGAQSLVTLWSYNQTCSHFNCAYLGGEKRRGCVSAPGALGTGDLHMTKRHLQQP*MALAALMI.... Result: 0 (the proteins do not interact). (6) Protein 2 (ENSG00000110906) has sequence MEEMSGESVVSSAVPAAATRTTSFKGTSPSSKYVKLNVGGALYYTTMQTLTKQDTMLKAMFSGRMEVLTDSEGWILIDRCGKHFGTILNYLRDGAVPLPESRREIEELLAEAKYYLVQGLVEECQAALQNKDTYEPFCKVPVITSSKEEQKLIATSNKPAVKLLYNRSNNKYSYTSNSDDNMLKNIELFDKLSLRFNGRVLFIKDVIGDEICCWSFYGQGRKIAEVCCTSIVYATEKKQTKVEFPEARIYEETLNILLYEAQDGRGPDNALLEATGGAAGRSHHLDEDEERERIERVRRI.... Result: 1 (the proteins interact). Protein 1 (ENSG00000110906) has sequence MEEMSGESVVSSAVPAAATRTTSFKGTSPSSKYVKLNVGGALYYTTMQTLTKQDTMLKAMFSGRMEVLTDSEGWILIDRCGKHFGTILNYLRDGAVPLPESRREIEELLAEAKYYLVQGLVEECQAALQNKDTYEPFCKVPVITSSKEEQKLIATSNKPAVKLLYNRSNNKYSYTSNSDDNMLKNIELFDKLSLRFNGRVLFIKDVIGDEICCWSFYGQGRKIAEVCCTSIVYATEKKQTKVEFPEARIYEETLNILLYEAQDGRGPDNALLEATGGAAGRSHHLDEDEERERIERVRRI.... (7) Protein 1 (ENSG00000054267) has sequence MKALDEPPYLTVGTDVSAKYRGAFCEAKIKTAKRLVKVKVTFRHDSSTVEVQDDHIKGPLKVGAIVEVKNLDGAYQEAVINKLTDASWYTVVFDDGDEKTLRRSSLCLKGERHFAESETLDQLPLTNPEHFGTPVIGKKTNRGRRSNHIPEEESSSSSSDEDEDDRKQIDELLGKVVCVDYISLDKKKALWFPALVVCPDCSDEIAVKKDNILVRSFKDGKFTSVPRKDVHEITSDTAPKPDAVLKQAFEQALEFHKSRTIPANWKTELKEDSSSSEAEEEEEEEDDEKEKEDNSSEEEE.... Protein 2 (ENSG00000183715) has sequence MGVCGYLFLPWKCLVVVSLRLLFLVPTGVPVRSGDATFPKAMDNVTVRQGESATLRCTIDDRVTRVAWLNRSTILYAGNDKWSIDPRVIILVNTPTQYSIMIQNVDVYDEGPYTCSVQTDNHPKTSRVHLIVQVPPQIMNISSDITVNEGSSVTLLCLAIGRPEPTVTWRHLSVKEGQGFVSEDEYLEISDIKRDQSGEYECSALNDVAAPDVRKVKITVNYPPYISKAKNTGVSVGQKGILSCEASAVPMAEFQWFKEETRLATGLDGMRIENKGRMSTLTFFNVSEKDYGNYTCVATN.... Result: 0 (the proteins do not interact). (8) Protein 1 (ENSG00000152193) has sequence MAQTVQNVTLSLTLPITCHICLGKVRQPVICINNHVFCSICIDLWLKNNSQCPACRVPITPENPCKEIIGGTSESEPMLSHTVRKHLRKTRLELLHKEYEDEIDCLQKEVEELKSKNLSLESQIKTILDPLTLVQGNQNEDKHLVTDNPSKINPETVAEWKKKLRTANEIYEKVKDDVDKLKEANKKLKLENGGLVRENLRLKAEVDNRSPQKFGRFAVAALQSKVEQYERETNRLKKALERSDKYIEELESQVAQLKNSSEEKEAMNSICQTALSADGKGSKGSEEDVVSKNQGDSARK.... Protein 2 (ENSG00000178363) has sequence MADQLTEEQVTEFKEAFSLFDKDGDGCITTRELGTVMRSLGQNPTEAELRDMMSEIDRDGNGTVDFPEFLGMMARKMKDTDNEEEIREAFRVFDKDGNGFVSAAELRHVMTRLGEKLSDEEVDEMIRAADTDGDGQVNYEEFVRVLVSK*. Result: 0 (the proteins do not interact).